The task is: Regression. Given a peptide amino acid sequence and an MHC pseudo amino acid sequence, predict their binding affinity value. This is MHC class II binding data.. This data is from Peptide-MHC class II binding affinity with 134,281 pairs from IEDB. (1) The peptide sequence is PLYRYLGGSFSHVL. The MHC is HLA-DQA10102-DQB10602 with pseudo-sequence HLA-DQA10102-DQB10602. The binding affinity (normalized) is 0.304. (2) The peptide sequence is SEAQKAAKPAAAATA. The MHC is DRB4_0101 with pseudo-sequence DRB4_0103. The binding affinity (normalized) is 0. (3) The peptide sequence is WKSDMSKLLNLKSDL. The MHC is DRB3_0101 with pseudo-sequence DRB3_0101. The binding affinity (normalized) is 0.579. (4) The peptide sequence is AAATAGKTVYGAFAA. The MHC is HLA-DPA10103-DPB10401 with pseudo-sequence HLA-DPA10103-DPB10401. The binding affinity (normalized) is 0.191. (5) The peptide sequence is VQTAVDFGNSYIAEM. The MHC is HLA-DQA10601-DQB10402 with pseudo-sequence HLA-DQA10601-DQB10402. The binding affinity (normalized) is 0. (6) The peptide sequence is RRRQLLLVISVIASL. The MHC is H-2-IAd with pseudo-sequence H-2-IAd. The binding affinity (normalized) is 0.239. (7) The MHC is DRB1_0401 with pseudo-sequence DRB1_0401. The binding affinity (normalized) is 0.522. The peptide sequence is GELQIVDKIDAAFKN.